Dataset: Forward reaction prediction with 1.9M reactions from USPTO patents (1976-2016). Task: Predict the product of the given reaction. (1) Given the reactants [C:1]([O:5][C:6](=[O:13])[NH:7][C@@H:8]([CH2:11][CH3:12])[CH2:9][OH:10])([CH3:4])([CH3:3])[CH3:2].C(N(CC)CC)C.[CH3:21][S:22](Cl)(=[O:24])=[O:23].O, predict the reaction product. The product is: [CH3:21][S:22]([O:10][CH2:9][C@@H:8]([NH:7][C:6]([O:5][C:1]([CH3:4])([CH3:3])[CH3:2])=[O:13])[CH2:11][CH3:12])(=[O:24])=[O:23]. (2) The product is: [Cl:8][C:6]1[CH:5]=[CH:4][C:3]([N+:9]([O-:11])=[O:10])=[C:2]([CH:7]=1)[O:24][C:19]1[CH:20]=[CH:21][CH:22]=[CH:23][C:18]=1[C:12]1[CH:13]=[CH:14][CH:15]=[CH:16][CH:17]=1. Given the reactants Cl[C:2]1[CH:7]=[C:6]([Cl:8])[CH:5]=[CH:4][C:3]=1[N+:9]([O-:11])=[O:10].[C:12]1([C:18]2[CH:23]=[CH:22][CH:21]=[CH:20][C:19]=2[OH:24])[CH:17]=[CH:16][CH:15]=[CH:14][CH:13]=1.C(=O)([O-])[O-].[K+].[K+], predict the reaction product. (3) Given the reactants Cl[C:2]1[CH:3]=[C:4]2[C:9](=[CH:10][CH:11]=1)[N:8]=[C:7]([NH2:12])[CH:6]=[C:5]2[C:13]1[CH:18]=[CH:17][CH:16]=[CH:15][CH:14]=1.[CH3:19][O:20][C:21]1[CH:28]=[CH:27][CH:26]=[CH:25][C:22]=1[CH:23]=O.[CH3:29][O:30][C:31]1[CH:32]=[C:33]([CH:36]=[CH:37][CH:38]=1)[CH2:34][NH2:35], predict the reaction product. The product is: [CH3:29][O:30][C:31]1[CH:32]=[C:33]([CH:36]=[CH:37][CH:38]=1)[CH2:34][NH:35][C:2]1[CH:3]=[C:4]2[C:9](=[CH:10][CH:11]=1)[N:8]=[C:7]([NH:12][CH2:23][C:22]1[CH:25]=[CH:26][CH:27]=[CH:28][C:21]=1[O:20][CH3:19])[CH:6]=[C:5]2[C:13]1[CH:18]=[CH:17][CH:16]=[CH:15][CH:14]=1. (4) Given the reactants [NH2:1][C:2]1[N:6]([C:7]2[C:12]([Cl:13])=[CH:11][C:10]([C:14]([O:16][CH2:17][CH3:18])=[O:15])=[CH:9][C:8]=2[Cl:19])[N:5]=[C:4]([CH2:20][CH3:21])[C:3]=1[C:22]#[N:23].[OH:24]S(O)(=O)=O, predict the reaction product. The product is: [NH2:1][C:2]1[N:6]([C:7]2[C:8]([Cl:19])=[CH:9][C:10]([C:14]([O:16][CH2:17][CH3:18])=[O:15])=[CH:11][C:12]=2[Cl:13])[N:5]=[C:4]([CH2:20][CH3:21])[C:3]=1[C:22]([NH2:23])=[O:24]. (5) Given the reactants F[B-](F)(F)F.C([O+:8]([CH2:11][CH3:12])[CH2:9][CH3:10])C.C(N(CC)C(C)C)(C)C.[C:22]([C:24]1[CH:29]=[CH:28][C:27]([CH:30]([C:45]2C(=O)C[CH:48]([C:52]([F:55])([F:54])[F:53])[CH2:47][C:46]=2[OH:56])[NH:31][C:32]([NH:34][C:35]2[CH:40]=[CH:39][CH:38]=[C:37]([C:41]([F:44])([F:43])[F:42])[CH:36]=2)=[O:33])=[CH:26][CH:25]=1)#[N:23], predict the reaction product. The product is: [C:22]([C:24]1[CH:25]=[CH:26][C:27]([CH:30]([C:45]2[C:46](=[O:56])[CH2:47][CH:48]([C:52]([F:53])([F:55])[F:54])[CH2:12][C:11]=2[O:8][CH2:9][CH3:10])[NH:31][C:32]([NH:34][C:35]2[CH:40]=[CH:39][CH:38]=[C:37]([C:41]([F:42])([F:43])[F:44])[CH:36]=2)=[O:33])=[CH:28][CH:29]=1)#[N:23]. (6) The product is: [CH3:1][O:2][C:3]1[C:12]2[C:7](=[CH:8][CH:9]=[CH:10][CH:11]=2)[C:6]([O:13][CH3:14])=[CH:5][C:4]=1/[CH:15]=[C:16](\[CH2:22][CH2:23][CH3:24])/[C:17]([OH:19])=[O:18]. Given the reactants [CH3:1][O:2][C:3]1[C:12]2[C:7](=[CH:8][CH:9]=[CH:10][CH:11]=2)[C:6]([O:13][CH3:14])=[CH:5][C:4]=1/[CH:15]=[C:16](\[CH2:22][CH2:23][CH3:24])/[C:17]([O:19]CC)=[O:18].COC1C2C(=CC=CC=2)C(OC)=CC=1/C=C(\C)/C(O)=O, predict the reaction product. (7) Given the reactants [Cl:1][C:2]1[CH:7]=[C:6]([N+:8]([O-:10])=[O:9])[C:5]([O:11][CH3:12])=[CH:4][C:3]=1F.C([O-])([O-])=O.[K+].[K+].FC(F)(F)C(O)=O.FC(F)(F)C(O)=O.[NH:34]1[CH2:39][CH2:38][CH:37]([N:40]2[CH2:45][CH2:44][N:43]([C:46]([O:48][CH2:49][C:50]3[CH:55]=[CH:54][CH:53]=[CH:52][CH:51]=3)=[O:47])[CH2:42][CH2:41]2)[CH2:36][CH2:35]1.O, predict the reaction product. The product is: [C:50]1([CH2:49][O:48][C:46]([N:43]2[CH2:42][CH2:41][N:40]([CH:37]3[CH2:38][CH2:39][N:34]([C:3]4[CH:4]=[C:5]([O:11][CH3:12])[C:6]([N+:8]([O-:10])=[O:9])=[CH:7][C:2]=4[Cl:1])[CH2:35][CH2:36]3)[CH2:45][CH2:44]2)=[O:47])[CH:55]=[CH:54][CH:53]=[CH:52][CH:51]=1.